Dataset: NCI-60 drug combinations with 297,098 pairs across 59 cell lines. Task: Regression. Given two drug SMILES strings and cell line genomic features, predict the synergy score measuring deviation from expected non-interaction effect. (1) Synergy scores: CSS=28.9, Synergy_ZIP=-2.95, Synergy_Bliss=-6.18, Synergy_Loewe=-20.3, Synergy_HSA=-6.58. Cell line: NCI-H522. Drug 1: CC(C1=C(C=CC(=C1Cl)F)Cl)OC2=C(N=CC(=C2)C3=CN(N=C3)C4CCNCC4)N. Drug 2: CC1C(C(CC(O1)OC2CC(CC3=C2C(=C4C(=C3O)C(=O)C5=CC=CC=C5C4=O)O)(C(=O)C)O)N)O. (2) Drug 1: CN(CCCl)CCCl.Cl. Drug 2: C1C(C(OC1N2C=NC3=C2NC=NCC3O)CO)O. Cell line: A549. Synergy scores: CSS=39.1, Synergy_ZIP=-0.212, Synergy_Bliss=0.460, Synergy_Loewe=-1.07, Synergy_HSA=1.25. (3) Drug 2: C1CC(=O)NC(=O)C1N2C(=O)C3=CC=CC=C3C2=O. Synergy scores: CSS=21.4, Synergy_ZIP=1.08, Synergy_Bliss=0.409, Synergy_Loewe=-19.4, Synergy_HSA=-3.22. Drug 1: C1=NC2=C(N1)C(=S)N=CN2. Cell line: OVCAR3. (4) Drug 1: C1CCC(C1)C(CC#N)N2C=C(C=N2)C3=C4C=CNC4=NC=N3. Drug 2: CC12CCC3C(C1CCC2OP(=O)(O)O)CCC4=C3C=CC(=C4)OC(=O)N(CCCl)CCCl.[Na+]. Cell line: NCIH23. Synergy scores: CSS=5.22, Synergy_ZIP=-2.89, Synergy_Bliss=-7.03, Synergy_Loewe=-12.7, Synergy_HSA=-6.61. (5) Drug 1: C1=CC(=CC=C1CC(C(=O)O)N)N(CCCl)CCCl.Cl. Drug 2: C1=CC=C(C=C1)NC(=O)CCCCCCC(=O)NO. Cell line: M14. Synergy scores: CSS=-3.88, Synergy_ZIP=-1.26, Synergy_Bliss=-3.55, Synergy_Loewe=-8.48, Synergy_HSA=-6.82. (6) Cell line: HT29. Synergy scores: CSS=28.4, Synergy_ZIP=4.39, Synergy_Bliss=6.06, Synergy_Loewe=0.939, Synergy_HSA=4.73. Drug 1: CCC1(CC2CC(C3=C(CCN(C2)C1)C4=CC=CC=C4N3)(C5=C(C=C6C(=C5)C78CCN9C7C(C=CC9)(C(C(C8N6C=O)(C(=O)OC)O)OC(=O)C)CC)OC)C(=O)OC)O.OS(=O)(=O)O. Drug 2: CC1C(C(CC(O1)OC2CC(CC3=C2C(=C4C(=C3O)C(=O)C5=C(C4=O)C(=CC=C5)OC)O)(C(=O)CO)O)N)O.Cl. (7) Drug 1: C1=C(C(=O)NC(=O)N1)N(CCCl)CCCl. Drug 2: CC1=C(C=C(C=C1)C(=O)NC2=CC(=CC(=C2)C(F)(F)F)N3C=C(N=C3)C)NC4=NC=CC(=N4)C5=CN=CC=C5. Cell line: IGROV1. Synergy scores: CSS=25.5, Synergy_ZIP=1.44, Synergy_Bliss=0.794, Synergy_Loewe=-0.734, Synergy_HSA=0.190. (8) Drug 2: C1=CC(=C2C(=C1NCCNCCO)C(=O)C3=C(C=CC(=C3C2=O)O)O)NCCNCCO. Synergy scores: CSS=60.0, Synergy_ZIP=-2.66, Synergy_Bliss=-0.311, Synergy_Loewe=-3.51, Synergy_HSA=2.60. Drug 1: CCC1=CC2CC(C3=C(CN(C2)C1)C4=CC=CC=C4N3)(C5=C(C=C6C(=C5)C78CCN9C7C(C=CC9)(C(C(C8N6C)(C(=O)OC)O)OC(=O)C)CC)OC)C(=O)OC.C(C(C(=O)O)O)(C(=O)O)O. Cell line: OVCAR-5.